Dataset: Forward reaction prediction with 1.9M reactions from USPTO patents (1976-2016). Task: Predict the product of the given reaction. (1) Given the reactants [CH:1]1[C:13]2[NH:12][C:11]3[C:6](=[CH:7][CH:8]=[CH:9][CH:10]=3)[C:5]=2[CH:4]=[CH:3][CH:2]=1.I[CH2:15][CH2:16][CH3:17].C(N1C2C=CC(C(O)=O)=CC=2C2C1=CC=CC=2)C, predict the reaction product. The product is: [CH2:15]([N:12]1[C:11]2[CH:10]=[CH:9][CH:8]=[CH:7][C:6]=2[C:5]2[C:13]1=[CH:1][CH:2]=[CH:3][CH:4]=2)[CH2:16][CH3:17]. (2) Given the reactants [C:1]([NH:4][C:5]1[CH:6]=[C:7](Br)[CH:8]=[C:9]([C:11]([NH:13][C:14]2[O:15][C:16]([C:19]3[O:20][CH:21]=[CH:22][CH:23]=3)=[N:17][N:18]=2)=[O:12])[CH:10]=1)(=[O:3])[CH3:2].[CH2:25]([C:27]1[CH:32]=[CH:31][C:30]([C:33]2[CH:38]=[CH:37][C:36](B(O)O)=[CH:35][CH:34]=2)=[CH:29][CH:28]=1)[CH3:26], predict the reaction product. The product is: [C:1]([NH:4][C:5]1[CH:10]=[C:9]([C:11]([NH:13][C:14]2[O:15][C:16]([C:19]3[O:20][CH:21]=[CH:22][CH:23]=3)=[N:17][N:18]=2)=[O:12])[CH:8]=[C:7]([C:36]2[CH:37]=[CH:38][C:33]([C:30]3[CH:29]=[CH:28][C:27]([CH2:25][CH3:26])=[CH:32][CH:31]=3)=[CH:34][CH:35]=2)[CH:6]=1)(=[O:3])[CH3:2].